From a dataset of Experimentally validated miRNA-target interactions with 360,000+ pairs, plus equal number of negative samples. Binary Classification. Given a miRNA mature sequence and a target amino acid sequence, predict their likelihood of interaction. (1) The miRNA is hsa-miR-29a-5p with sequence ACUGAUUUCUUUUGGUGUUCAG. The protein sequence of the target gene is MVKFPALTHYWPLIRFLVPLGITNIAIDFGEQALNRGIAAVKEDAVEMLASYGLAYSLMKFFTGPMSDFKNVGLVFVNSKRDRAKAVLCMVVAGAIAAVFHTLIAYSDLGYYIINKLHHVDESVGSKTRRAFLYLAAFPFMDAMAWTHAGILLKHKYSFLVGCASISDVIAQVVFVAILLHSHLECREPLLIPILSLYMGALVRCTTLCLGYYRNIHDIIPDRSGPELGGDATIRKMLSFWWPLALILATQRISRPIVNLFVSRDLGGSSAATEAVAILTATYPVGHMPYGWLTEIRAVY.... Result: 0 (no interaction). (2) The miRNA is mmu-miR-599 with sequence UUGUGUCAGUUUAUCAAAC. The protein sequence of the target gene is MQEIIASVDHIKFDLEIAVEQQLGAQPLPFPGMDKSGAAVCEFFLKAACGKGGMCPFRHISGEKTVVCKHWLRGLCKKGDQCEFLHEYDMTKMPECYFYSKFGECSNKECPFLHIDPESKIKDCPWYDRGFCKHGPLCRHRHTRRVICVNYLVGFCPEGPSCKFMHPRFELPMGTTEQPPLPQQTQPPAKQSNNPPLQRSSSLIQLTSQNSSPNQQRTPQVIGVMQSQNSSAGNRGPRPLEQVTCYKCGEKGHYANRCTKGHLAFLSGQ. Result: 0 (no interaction). (3) The miRNA is hsa-miR-4498 with sequence UGGGCUGGCAGGGCAAGUGCUG. The protein sequence of the target gene is MGRKSSKAKEKKQKRLEERAAMDAVCAKVDAANRLGDPLEAFPVFKKYDRNGLNVSIECKRVSGLEPATVDWAFDLTKTNMQTMYEQSEWGWKDREKREEMTDDRAWYLIAWENSSVPVAFSHFRFDVECGDEVLYCYEVQLESKVRRKGLGKFLIQILQLMANSTQMKKVMLTVFKHNHGAYQFFREALQFEIDDSSPSMSGCCGEDCSYEILSRRTKFGDSHHSHAGGHCGGCCH. Result: 1 (interaction). (4) The miRNA is hsa-miR-767-5p with sequence UGCACCAUGGUUGUCUGAGCAUG. The protein sequence of the target gene is MRRGRLLEIALGFTVLLASYTSHGADANLEAGNVKETRASRAKRRGGGGHDALKGPNVCGSRYNAYCCPGWKTLPGGNQCIVPICRHSCGDGFCSRPNMCTCPSGQIAPSCGSRSIQHCNIRCMNGGSCSDDHCLCQKGYIGTHCGQPVCESGCLNGGRCVAPNRCACTYGFTGPQCERDYRTGPCFTVISNQMCQGQLSGIVCTKTLCCATVGRAWGHPCEMCPAQPHPCRRGFIPNIRTGACQDVDECQAIPGLCQGGNCINTVGSFECKCPAGHKLNEVSQKCEDIDECSTIPGICE.... Result: 1 (interaction).